From a dataset of Reaction yield outcomes from USPTO patents with 853,638 reactions. Predict the reaction yield, written as a fraction of the theoretical maximum amount of product (1.0 means a 100% yield; for example, 0.34 means a 34% yield). (1) The reactants are [NH:1]1[C:9]2[C:4](=[CH:5][C:6]([C:10]([OH:12])=[O:11])=[CH:7][CH:8]=2)[CH:3]=[N:2]1.[C:13](OC(=O)C)(=[O:15])[CH3:14]. The catalyst is CC(O)=O.CCCCCC. The product is [C:13]([N:1]1[C:9]2[C:4](=[CH:5][C:6]([C:10]([OH:12])=[O:11])=[CH:7][CH:8]=2)[CH:3]=[N:2]1)(=[O:15])[CH3:14]. The yield is 0.780. (2) No catalyst specified. The reactants are [C:1]1([C:22]2[CH:27]=[CH:26][CH:25]=[CH:24][CH:23]=2)[CH:6]=[CH:5][C:4]([C:7]([N:9]2[CH2:13][C:12](=[N:14][O:15][CH3:16])[CH2:11][C@H:10]2[CH2:17][CH2:18][C:19]([OH:21])=O)=[O:8])=[CH:3][CH:2]=1.[NH:28]1[CH2:33][CH2:32][O:31][CH2:30][CH2:29]1. The yield is 0.970. The product is [CH3:16][O:15][N:14]=[C:12]1[CH2:11][C@@H:10]([CH2:17][CH2:18][C:19]([N:28]2[CH2:33][CH2:32][O:31][CH2:30][CH2:29]2)=[O:21])[N:9]([C:7]([C:4]2[CH:5]=[CH:6][C:1]([C:22]3[CH:23]=[CH:24][CH:25]=[CH:26][CH:27]=3)=[CH:2][CH:3]=2)=[O:8])[CH2:13]1. (3) The reactants are C(=O)([O-])[O-].[Cs+].[Cs+].C1C=CC(P(C2C=CC3C(=CC=CC=3)C=2C2C3C(=CC=CC=3)C=CC=2P(C2C=CC=CC=2)C2C=CC=CC=2)C2C=CC=CC=2)=CC=1.[F:53][C:54]1[CH:61]=[CH:60][C:57]([CH2:58][NH2:59])=[CH:56][CH:55]=1.[CH2:62]([C:69]1[C:73]2[C:74]([Cl:78])=[N:75][CH:76]=[CH:77][C:72]=2[NH:71][C:70]=1[CH3:79])[C:63]1[CH:68]=[CH:67][CH:66]=[CH:65][CH:64]=1. The catalyst is C1(C)C=CC=CC=1.C1C=CC(/C=C/C(/C=C/C2C=CC=CC=2)=O)=CC=1.C1C=CC(/C=C/C(/C=C/C2C=CC=CC=2)=O)=CC=1.C1C=CC(/C=C/C(/C=C/C2C=CC=CC=2)=O)=CC=1.[Pd].[Pd]. The product is [ClH:78].[CH2:62]([C:69]1[C:73]2[C:74]([NH:59][CH2:58][C:57]3[CH:60]=[CH:61][C:54]([F:53])=[CH:55][CH:56]=3)=[N:75][CH:76]=[CH:77][C:72]=2[NH:71][C:70]=1[CH3:79])[C:63]1[CH:64]=[CH:65][CH:66]=[CH:67][CH:68]=1. The yield is 0.352. (4) The reactants are [N:1]([CH2:4][CH2:5][O:6][CH2:7][CH2:8][O:9][CH2:10][CH:11]([O:22][CH2:23][C:24]([O:26][C:27]([CH3:30])([CH3:29])[CH3:28])=[O:25])[CH2:12][O:13][CH2:14][CH2:15][O:16][CH2:17][CH2:18][N:19]=[N+]=[N-])=[N+]=[N-].C(O)(=O)C. The catalyst is C(O)C.O.[Ni]. The product is [NH2:1][CH2:4][CH2:5][O:6][CH2:7][CH2:8][O:9][CH2:10][CH:11]([O:22][CH2:23][C:24]([O:26][C:27]([CH3:30])([CH3:29])[CH3:28])=[O:25])[CH2:12][O:13][CH2:14][CH2:15][O:16][CH2:17][CH2:18][NH2:19]. The yield is 1.00. (5) The reactants are [CH2:1]([O:8][C:9](=[O:19])[C@H:10]([CH2:12][C:13]1[CH:18]=[CH:17][CH:16]=[CH:15][CH:14]=1)[NH2:11])[C:2]1[CH:7]=[CH:6][CH:5]=[CH:4][CH:3]=1.[CH2:20]1[CH2:26][S:23](=[O:25])(=[O:24])[O:22][CH2:21]1. The catalyst is O1CCOCC1. The product is [CH2:12]([C@H:10]([NH:11][CH2:21][CH2:20][CH2:26][S:23]([OH:25])(=[O:24])=[O:22])[C:9]([O:8][CH2:1][C:2]1[CH:3]=[CH:4][CH:5]=[CH:6][CH:7]=1)=[O:19])[C:13]1[CH:18]=[CH:17][CH:16]=[CH:15][CH:14]=1. The yield is 0.460. (6) The reactants are [C:1](Cl)(=[O:10])[O:2][CH2:3][C:4]1[CH:9]=[CH:8][CH:7]=[CH:6][CH:5]=1.[NH:12]1[CH2:17][CH2:16][CH2:15][CH:14]([C:18]([O:20][CH2:21][CH3:22])=[O:19])[CH2:13]1.C([O-])([O-])=O.[K+].[K+].C1COCC1. The catalyst is CCOCC.O. The product is [N:12]1([C:1]([O:2][CH2:3][C:4]2[CH:9]=[CH:8][CH:7]=[CH:6][CH:5]=2)=[O:10])[CH2:17][CH2:16][CH2:15][CH:14]([C:18]([O:20][CH2:21][CH3:22])=[O:19])[CH2:13]1. The yield is 0.860.